This data is from Full USPTO retrosynthesis dataset with 1.9M reactions from patents (1976-2016). The task is: Predict the reactants needed to synthesize the given product. (1) Given the product [F:1][C:2]1[CH:36]=[C:35]([F:37])[CH:34]=[CH:33][C:3]=1[CH2:4][N:5]([CH2:16][C:17]1[CH:32]=[CH:31][C:20]([O:21][C:22]2[CH:23]=[C:24]([CH:25]=[C:26]([O:28][CH3:29])[CH:27]=2)[O:30][CH2:39][C:38]([O:42][CH2:43][CH3:44])=[O:41])=[CH:19][CH:18]=1)[C:6]1[CH:11]=[CH:10][CH:9]=[C:8]([N+:12]([O-:14])=[O:13])[C:7]=1[CH3:15], predict the reactants needed to synthesize it. The reactants are: [F:1][C:2]1[CH:36]=[C:35]([F:37])[CH:34]=[CH:33][C:3]=1[CH2:4][N:5]([CH2:16][C:17]1[CH:32]=[CH:31][C:20]([O:21][C:22]2[CH:23]=[C:24]([OH:30])[CH:25]=[C:26]([O:28][CH3:29])[CH:27]=2)=[CH:19][CH:18]=1)[C:6]1[CH:11]=[CH:10][CH:9]=[C:8]([N+:12]([O-:14])=[O:13])[C:7]=1[CH3:15].[C:38]([O:42][CH2:43][CH3:44])(=[O:41])[CH2:39]O. (2) Given the product [CH:4]([NH:3][C:15]([C:12]1[CH:13]=[CH:14][NH:10][CH:11]=1)=[O:17])([CH3:6])[CH3:5], predict the reactants needed to synthesize it. The reactants are: CC[N:3](C(C)C)[CH:4]([CH3:6])[CH3:5].[NH:10]1[CH:14]=[CH:13][C:12]([C:15]([OH:17])=O)=[CH:11]1.C(N)(C)C.CN(C(ON1N=NC2C=CC=NC1=2)=[N+](C)C)C.F[P-](F)(F)(F)(F)F. (3) Given the product [CH3:1][C:2]1[CH:3]=[CH:4][C:5]2[N:9]=[C:8]([C@@H:10]([NH:12][C:21]3[N:29]=[CH:28][N:27]=[C:26]4[C:22]=3[N:23]=[CH:24][NH:25]4)[CH3:11])[N:7]([C:13]3[CH:14]=[CH:15][CH:16]=[CH:17][CH:18]=3)[C:6]=2[CH:19]=1, predict the reactants needed to synthesize it. The reactants are: [CH3:1][C:2]1[CH:3]=[CH:4][C:5]2[N:9]=[C:8]([C@@H:10]([NH2:12])[CH3:11])[N:7]([C:13]3[CH:18]=[CH:17][CH:16]=[CH:15][CH:14]=3)[C:6]=2[CH:19]=1.Cl[C:21]1[N:29]=[CH:28][N:27]=[C:26]2[C:22]=1[N:23]=[CH:24][NH:25]2.CCN(C(C)C)C(C)C.